From a dataset of Forward reaction prediction with 1.9M reactions from USPTO patents (1976-2016). Predict the product of the given reaction. (1) Given the reactants [C:12]([O:11][C:9](O[C:9]([O:11][C:12]([CH3:15])([CH3:14])[CH3:13])=[O:10])=[O:10])([CH3:15])([CH3:14])[CH3:13].[N:16]([CH2:19][C:20]1[CH:25]=[CH:24][C:23]([Br:26])=[C:22]([F:27])[CH:21]=1)=[N+]=[N-], predict the reaction product. The product is: [Br:26][C:23]1[CH:24]=[CH:25][C:20]([CH2:19][NH:16][C:9]([O:11][C:12]([CH3:13])([CH3:14])[CH3:15])=[O:10])=[CH:21][C:22]=1[F:27]. (2) Given the reactants O1C2C=[CH:7][CH:8]=[CH:9][C:4]=2[N:3]=[C:2]1[C:10]1[CH:11]=[C:12]([NH:16][C:17]([C:19]2([NH2:25])[CH2:24][CH2:23][NH:22][CH2:21][CH2:20]2)=[O:18])[CH:13]=[CH:14][CH:15]=1.[CH3:26]C1C=CN=C(C2C=C(N)C=CC=2)C=1, predict the reaction product. The product is: [CH3:26][C:8]1[CH:9]=[CH:4][N:3]=[C:2]([C:10]2[CH:11]=[C:12]([NH:16][C:17]([C:19]3([NH2:25])[CH2:20][CH2:21][NH:22][CH2:23][CH2:24]3)=[O:18])[CH:13]=[CH:14][CH:15]=2)[CH:7]=1. (3) The product is: [CH3:1][O:2][C:3]1[CH:17]=[C:16]([O:18][CH3:19])[CH:15]=[CH:14][C:4]=1[CH2:5][N:6]1[S:7](=[O:13])(=[O:12])[N:8]([CH2:21][C:22]2[CH:30]=[CH:29][C:25]([C:26]([OH:28])=[O:27])=[CH:24][CH:23]=2)[CH2:9][C:10]1=[O:11]. Given the reactants [CH3:1][O:2][C:3]1[CH:17]=[C:16]([O:18][CH3:19])[CH:15]=[CH:14][C:4]=1[CH2:5][N:6]1[C:10](=[O:11])[CH2:9][NH:8][S:7]1(=[O:13])=[O:12].Br[CH2:21][C:22]1[CH:30]=[CH:29][C:25]([C:26]([OH:28])=[O:27])=[CH:24][CH:23]=1.C1CCN2C(=NCCC2)CC1, predict the reaction product. (4) Given the reactants Br[C:2]1[N:7]=[C:6]([C:8]2[CH:9]=[C:10]([OH:14])[CH:11]=[CH:12][CH:13]=2)[N:5]=[C:4]2[N:15]([C:18]3[CH:23]=[CH:22][CH:21]=[CH:20][CH:19]=3)[N:16]=[CH:17][C:3]=12.Cl.[C@H:25]12[CH2:31][C@H:28]([NH:29][CH2:30]1)[CH2:27][O:26]2.C(N(CC)CC)C, predict the reaction product. The product is: [C@H:25]12[CH2:31][C@H:28]([N:29]([C:2]3[N:7]=[C:6]([C:8]4[CH:9]=[C:10]([OH:14])[CH:11]=[CH:12][CH:13]=4)[N:5]=[C:4]4[N:15]([C:18]5[CH:23]=[CH:22][CH:21]=[CH:20][CH:19]=5)[N:16]=[CH:17][C:3]=34)[CH2:30]1)[CH2:27][O:26]2. (5) Given the reactants [Br:1][C:2]1[CH:3]=[C:4]([F:11])[C:5]([CH2:9]O)=[C:6]([F:8])[CH:7]=1.[BrH:12].O, predict the reaction product. The product is: [Br:1][C:2]1[CH:3]=[C:4]([F:11])[C:5]([CH2:9][Br:12])=[C:6]([F:8])[CH:7]=1. (6) The product is: [NH2:8][C:6]1[CH:7]=[C:2]([Cl:1])[C:3]([CH3:22])=[C:4]([C:11]2[CH:12]=[C:13]3[C:18](=[CH:19][CH:20]=2)[N:17]=[C:16]([NH2:21])[N:15]=[CH:14]3)[CH:5]=1. Given the reactants [Cl:1][C:2]1[C:3]([CH3:22])=[C:4]([C:11]2[CH:12]=[C:13]3[C:18](=[CH:19][CH:20]=2)[N:17]=[C:16]([NH2:21])[N:15]=[CH:14]3)[CH:5]=[C:6]([N+:8]([O-])=O)[CH:7]=1.C(=O)([O-])[O-].[K+].[K+], predict the reaction product. (7) Given the reactants [NH2:1][CH:2]1[CH2:6][CH:5]([O:7][CH2:8][C:9]2[CH:14]=[CH:13][C:12]([O:15][CH3:16])=[CH:11][CH:10]=2)[CH2:4][CH:3]1[NH:17][C:18](=[O:24])[O:19][C:20]([CH3:23])([CH3:22])[CH3:21].[N:25]1[N:26]([C:30]2[CH:38]=[CH:37][CH:36]=[CH:35][C:31]=2[C:32](O)=[O:33])[N:27]=[CH:28][CH:29]=1.CN(C(ON1N=NC2C=CC=NC1=2)=[N+](C)C)C.F[P-](F)(F)(F)(F)F.C(N(CC)CC)C, predict the reaction product. The product is: [CH3:16][O:15][C:12]1[CH:11]=[CH:10][C:9]([CH2:8][O:7][CH:5]2[CH2:4][CH:3]([NH:17][C:18](=[O:24])[O:19][C:20]([CH3:21])([CH3:23])[CH3:22])[CH:2]([NH:1][C:32](=[O:33])[C:31]3[CH:35]=[CH:36][CH:37]=[CH:38][C:30]=3[N:26]3[N:27]=[CH:28][CH:29]=[N:25]3)[CH2:6]2)=[CH:14][CH:13]=1. (8) The product is: [Br:61][C:62]1[CH:68]=[CH:67][C:65]([NH:66][C:23]([C:15]2[C:16]3[O:20][C:19]([CH3:22])([CH3:21])[CH2:18][C:17]=3[C:11]3[NH:10][C:9]([NH:8][C:7]4[C:2]([Cl:1])=[CH:3][N:4]=[CH:5][C:6]=4[Cl:26])=[N:13][C:12]=3[CH:14]=2)=[O:25])=[CH:64][CH:63]=1. Given the reactants [Cl:1][C:2]1[CH:3]=[N:4][CH:5]=[C:6]([Cl:26])[C:7]=1[NH:8][C:9]1[NH:10][C:11]2[C:17]3[CH2:18][C:19]([CH3:22])([CH3:21])[O:20][C:16]=3[C:15]([C:23]([OH:25])=O)=[CH:14][C:12]=2[N:13]=1.F[P-](F)(F)(F)(F)F.N1(O[P+](N(C)C)(N(C)C)N(C)C)C2C=CC=CC=2N=N1.CN1CCOCC1.[Br:61][C:62]1[CH:68]=[CH:67][C:65]([NH2:66])=[CH:64][CH:63]=1, predict the reaction product. (9) Given the reactants [Cl:1][C:2]1[CH:7]=[CH:6][C:5]([N:8]2[C:13](=[O:14])[C:12]3[CH:15]=[N:16][N:17]([C:18]4[CH:19]=[C:20]([NH:24][S:25]([CH3:28])(=[O:27])=[O:26])[CH:21]=[CH:22][CH:23]=4)[C:11]=3[N:10]=[C:9]2[C:29]2[CH:34]=[CH:33][C:32](B3OC(C)(C)C(C)(C)O3)=[CH:31][CH:30]=2)=[CH:4][CH:3]=1.Br[C:45]1[CH:46]=[N:47][CH:48]=[N:49][CH:50]=1.C(=O)([O-])[O-].[Cs+].[Cs+], predict the reaction product. The product is: [Cl:1][C:2]1[CH:7]=[CH:6][C:5]([N:8]2[C:13](=[O:14])[C:12]3[CH:15]=[N:16][N:17]([C:18]4[CH:19]=[C:20]([NH:24][S:25]([CH3:28])(=[O:27])=[O:26])[CH:21]=[CH:22][CH:23]=4)[C:11]=3[N:10]=[C:9]2[C:29]2[CH:34]=[CH:33][C:32]([C:45]3[CH:46]=[N:47][CH:48]=[N:49][CH:50]=3)=[CH:31][CH:30]=2)=[CH:4][CH:3]=1.